This data is from Reaction yield outcomes from USPTO patents with 853,638 reactions. The task is: Predict the reaction yield, written as a fraction of the theoretical maximum amount of product (1.0 means a 100% yield; for example, 0.34 means a 34% yield). (1) The reactants are [Br:1][C:2]1[C:7]([CH3:8])=[CH:6][CH:5]=[CH:4][C:3]=1[CH3:9].[Br:10]N1C(=O)CCC1=O. The catalyst is C(OOC(=O)C1C=CC=CC=1)(=O)C1C=CC=CC=1.C(Cl)(Cl)(Cl)Cl. The product is [Br:10][CH2:9][C:3]1[CH:4]=[CH:5][CH:6]=[C:7]([CH3:8])[C:2]=1[Br:1]. The yield is 0.470. (2) The reactants are [C:1]([C@@H:4]([NH:9][C:10]([C:12]1[CH:17]=[CH:16][C:15]([Br:18])=[C:14](Cl)[N:13]=1)=[O:11])[CH2:5][CH:6]([CH3:8])[CH3:7])(=[O:3])[NH2:2].[F:20][C:21]1[CH:26]=[CH:25][C:24]([OH:27])=[CH:23][CH:22]=1.C(=O)([O-])[O-].[Na+].[Na+].O. The catalyst is CN(C=O)C. The product is [C:1]([C@@H:4]([NH:9][C:10]([C:12]1[CH:17]=[CH:16][C:15]([Br:18])=[C:14]([O:27][C:24]2[CH:25]=[CH:26][C:21]([F:20])=[CH:22][CH:23]=2)[N:13]=1)=[O:11])[CH2:5][CH:6]([CH3:8])[CH3:7])(=[O:3])[NH2:2]. The yield is 0.380. (3) The reactants are [F:1][C:2]1[CH:7]=[CH:6][C:5]([NH:8][C:9]2C(C#N)=[N:11][CH:12]=[C:13]([CH2:15][C:16]3[CH:21]=[CH:20][C:19]([F:22])=[CH:18][CH:17]=3)[CH:14]=2)=[CH:4][CH:3]=1.[OH-:25].[Na+].[CH2:27]([OH:29])[CH3:28]. No catalyst specified. The product is [F:1][C:2]1[CH:7]=[CH:6][C:5]([NH:8][C:9]2[C:28]([C:27]([OH:25])=[O:29])=[N:11][CH:12]=[C:13]([CH2:15][C:16]3[CH:21]=[CH:20][C:19]([F:22])=[CH:18][CH:17]=3)[CH:14]=2)=[CH:4][CH:3]=1. The yield is 0.980. (4) The reactants are [F:1][C:2]1[CH:7]=[CH:6][C:5]([C:8]2[CH:13]=[CH:12][C:11]([CH2:14][CH2:15][CH:16]([S:22]([CH3:25])(=[O:24])=[O:23])[C:17]([O:19]CC)=[O:18])=[CH:10][CH:9]=2)=[CH:4][CH:3]=1.[OH-].[Li+]. The catalyst is C1COCC1.CO.O. The product is [F:1][C:2]1[CH:7]=[CH:6][C:5]([C:8]2[CH:13]=[CH:12][C:11]([CH2:14][CH2:15][CH:16]([S:22]([CH3:25])(=[O:24])=[O:23])[C:17]([OH:19])=[O:18])=[CH:10][CH:9]=2)=[CH:4][CH:3]=1. The yield is 0.875. (5) The reactants are [CH:1](=[N:8]/[C:9]1[CH:17]=[CH:16][CH:15]=[C:14]2[C:10]=1[CH2:11][O:12][C:13]2=[O:18])\[C:2]1[CH:7]=[CH:6][CH:5]=[CH:4][CH:3]=1.[CH3:19][N:20]1[C:24]([CH3:25])=[N:23][N:22]=[C:21]1[CH:26]=O.[O-:28][CH2:29][CH3:30].[Na+].C(O)C. The catalyst is C(OCC)(=O)CC.C(OCC)(=O)C.CO. The product is [CH3:19][N:20]1[C:24]([CH3:25])=[N:23][N:22]=[C:21]1[CH:26]1[C:29](=[O:28])[C:30]2[C:14]([C:13]([O:12][CH2:11][CH3:10])=[O:18])=[CH:15][CH:16]=[CH:17][C:9]=2[NH:8][CH:1]1[C:2]1[CH:3]=[CH:4][CH:5]=[CH:6][CH:7]=1. The yield is 0.150. (6) The reactants are [CH2:1]([O:3][C:4]1[CH:5]=[C:6]([C:10]2[CH:15]=[CH:14][C:13]([CH2:16][C:17](O)=[O:18])=[C:12]([N+:20]([O-])=O)[CH:11]=2)[CH:7]=[CH:8][CH:9]=1)[CH3:2]. The catalyst is C(O)(=O)C.[Fe]. The product is [CH2:1]([O:3][C:4]1[CH:5]=[C:6]([C:10]2[CH:11]=[C:12]3[C:13]([CH2:16][C:17](=[O:18])[NH:20]3)=[CH:14][CH:15]=2)[CH:7]=[CH:8][CH:9]=1)[CH3:2]. The yield is 0.910.